Dataset: Forward reaction prediction with 1.9M reactions from USPTO patents (1976-2016). Task: Predict the product of the given reaction. (1) The product is: [ClH:1].[ClH:25].[NH2:14][C:5]1[CH:4]=[C:3]([CH2:2][N:18]([CH3:19])[CH3:17])[CH:8]=[CH:7][C:6]=1[O:9][CH2:10][CH2:11][O:12][CH3:13]. Given the reactants [Cl:1][CH2:2][C:3]1[CH:8]=[CH:7][C:6]([O:9][CH2:10][CH2:11][O:12][CH3:13])=[C:5]([N+:14]([O-])=O)[CH:4]=1.[CH3:17][NH:18][CH3:19].C(=O)([O-])O.[Na+].[ClH:25].C(OCC)(=O)C, predict the reaction product. (2) Given the reactants CC1(C)C(C)(C)OB([C:9]2[CH:14]=[CH:13][C:12]([N:15]3[CH2:19][CH2:18][CH2:17][C:16]3=[O:20])=[CH:11][CH:10]=2)O1.Cl[C:23]1[CH:24]=[CH:25][C:26]2[N:27]=[C:28]([NH:36]C(=O)C)[N:29]=[C:30]([CH:33]3[CH2:35][CH2:34]3)[C:31]=2[N:32]=1, predict the reaction product. The product is: [NH2:36][C:28]1[N:29]=[C:30]([CH:33]2[CH2:35][CH2:34]2)[C:31]2[N:32]=[C:23]([C:9]3[CH:10]=[CH:11][C:12]([N:15]4[CH2:19][CH2:18][CH2:17][C:16]4=[O:20])=[CH:13][CH:14]=3)[CH:24]=[CH:25][C:26]=2[N:27]=1. (3) Given the reactants [C:12]([O:11][C:9](O[C:9]([O:11][C:12]([CH3:15])([CH3:14])[CH3:13])=[O:10])=[O:10])([CH3:15])([CH3:14])[CH3:13].[NH2:16][CH2:17][CH:18]([OH:21])[CH2:19][NH2:20], predict the reaction product. The product is: [NH2:16][CH2:17][CH:18]([OH:21])[CH2:19][NH:20][C:9](=[O:10])[O:11][C:12]([CH3:13])([CH3:14])[CH3:15]. (4) The product is: [CH3:27][O:1][C:2]1[C:11]([CH2:12][CH2:13][C:14]([CH3:16])=[CH2:15])=[C:10]([O:17][CH3:18])[CH:9]=[C:8](/[CH:19]=[CH:20]/[C:21]2[CH:22]=[CH:23][CH:24]=[CH:25][CH:26]=2)[C:3]=1[C:4]([O:6][CH3:7])=[O:5]. Given the reactants [OH:1][C:2]1[C:11]([CH2:12][CH2:13][C:14]([CH3:16])=[CH2:15])=[C:10]([O:17][CH3:18])[CH:9]=[C:8](/[CH:19]=[CH:20]/[C:21]2[CH:26]=[CH:25][CH:24]=[CH:23][CH:22]=2)[C:3]=1[C:4]([O:6][CH3:7])=[O:5].[C:27]([O-])([O-])=O.[K+].[K+].CI, predict the reaction product.